This data is from Peptide-MHC class I binding affinity with 185,985 pairs from IEDB/IMGT. The task is: Regression. Given a peptide amino acid sequence and an MHC pseudo amino acid sequence, predict their binding affinity value. This is MHC class I binding data. (1) The peptide sequence is KLHSGVDVFY. The MHC is HLA-A30:02 with pseudo-sequence HLA-A30:02. The binding affinity (normalized) is 0.769. (2) The peptide sequence is NTWHKVGKNVY. The MHC is Mamu-B01 with pseudo-sequence Mamu-B01. The binding affinity (normalized) is 0. (3) The peptide sequence is YRRKLTNPA. The binding affinity (normalized) is 0.0847. The MHC is HLA-A11:01 with pseudo-sequence HLA-A11:01. (4) The peptide sequence is KEVNAKIEPF. The MHC is HLA-B45:01 with pseudo-sequence HLA-B45:01. The binding affinity (normalized) is 0.0349. (5) The peptide sequence is KLLKSWVSK. The MHC is HLA-A02:12 with pseudo-sequence HLA-A02:12. The binding affinity (normalized) is 0.0847. (6) The peptide sequence is IQKNPDGSW. The MHC is HLA-A69:01 with pseudo-sequence HLA-A69:01. The binding affinity (normalized) is 0.0847. (7) The peptide sequence is VVLQQHNIVH. The MHC is HLA-A68:01 with pseudo-sequence HLA-A68:01. The binding affinity (normalized) is 0.0485. (8) The peptide sequence is WLRAHPVAI. The MHC is HLA-A24:03 with pseudo-sequence HLA-A24:03. The binding affinity (normalized) is 0.213.